From a dataset of Reaction yield outcomes from USPTO patents with 853,638 reactions. Predict the reaction yield, written as a fraction of the theoretical maximum amount of product (1.0 means a 100% yield; for example, 0.34 means a 34% yield). (1) The reactants are [C:1]1([CH2:7][C:8](Cl)=[O:9])[CH:6]=[CH:5][CH:4]=[CH:3][CH:2]=1.[S-:11][C:12]#[N:13].[K+].[NH2:15][C:16]1[CH:36]=[CH:35][C:19]([O:20][C:21]2[CH:26]=[C:25]([NH:27][C:28]([N:30]3[CH2:34][CH2:33][CH2:32][CH2:31]3)=[O:29])[N:24]=[CH:23][CH:22]=2)=[C:18]([Cl:37])[CH:17]=1.C(OCC)C.CCCCCC. The catalyst is C(#N)C. The product is [Cl:37][C:18]1[CH:17]=[C:16]([NH:15][C:12]([NH:13][C:8](=[O:9])[CH2:7][C:1]2[CH:6]=[CH:5][CH:4]=[CH:3][CH:2]=2)=[S:11])[CH:36]=[CH:35][C:19]=1[O:20][C:21]1[CH:26]=[C:25]([NH:27][C:28]([N:30]2[CH2:31][CH2:32][CH2:33][CH2:34]2)=[O:29])[N:24]=[CH:23][CH:22]=1. The yield is 0.550. (2) The reactants are [NH2:1][C:2]1[N:10]=[C:9]([O:11][C@@H:12]([CH3:16])[CH2:13][CH2:14][CH3:15])[N:8]=[C:7]2[C:3]=1[NH:4][C:5](=[O:28])[N:6]2[CH2:17][CH2:18][CH2:19][CH2:20][CH2:21][N:22]1[CH2:27][CH2:26][CH2:25][CH2:24][CH2:23]1.[C:29]([OH:36])(=[O:35])/[CH:30]=[CH:31]\[C:32]([OH:34])=[O:33]. The catalyst is C(O)(C)C. The product is [C:29]([OH:36])(=[O:35])/[CH:30]=[CH:31]\[C:32]([OH:34])=[O:33].[NH2:1][C:2]1[N:10]=[C:9]([O:11][C@@H:12]([CH3:16])[CH2:13][CH2:14][CH3:15])[N:8]=[C:7]2[C:3]=1[NH:4][C:5](=[O:28])[N:6]2[CH2:17][CH2:18][CH2:19][CH2:20][CH2:21][N:22]1[CH2:23][CH2:24][CH2:25][CH2:26][CH2:27]1. The yield is 0.690. (3) The catalyst is CO.[Pd]. The product is [CH:22]1([O:21][NH:20][C:18]([C@@H:13]2[CH2:12][CH2:11][C@@H:10]3[CH2:17][N:14]2[C:15](=[O:16])[N:9]3[OH:8])=[O:19])[CH2:27][CH2:26][CH2:25][CH2:24][CH2:23]1. The yield is 0.850. The reactants are C([O:8][N:9]1[C:15](=[O:16])[N:14]2[CH2:17][C@H:10]1[CH2:11][CH2:12][C@H:13]2[C:18]([NH:20][O:21][CH:22]1[CH2:27][CH2:26][CH2:25][CH2:24][CH2:23]1)=[O:19])C1C=CC=CC=1.[H][H]. (4) The product is [C:1]([NH:5][C:6]([C:8]1[C:16]2[C:11](=[N:12][CH:13]=[C:14]([C:17]3[C:25]4[C:20](=[CH:21][C:22]([F:26])=[CH:23][CH:24]=4)[N:19]([CH2:36][CH2:37][CH:38]4[CH2:41][N:40]([C:42]([O:44][C:45]([CH3:46])([CH3:48])[CH3:47])=[O:43])[CH2:39]4)[N:18]=3)[N:15]=2)[N:10]([CH2:27][O:28][CH2:29][CH2:30][Si:31]([CH3:34])([CH3:33])[CH3:32])[CH:9]=1)=[O:7])([CH3:4])([CH3:3])[CH3:2]. The reactants are [C:1]([NH:5][C:6]([C:8]1[C:16]2[C:11](=[N:12][CH:13]=[C:14]([C:17]3[C:25]4[C:20](=[CH:21][C:22]([F:26])=[CH:23][CH:24]=4)[NH:19][N:18]=3)[N:15]=2)[N:10]([CH2:27][O:28][CH2:29][CH2:30][Si:31]([CH3:34])([CH3:33])[CH3:32])[CH:9]=1)=[O:7])([CH3:4])([CH3:3])[CH3:2].I[CH2:36][CH2:37][CH:38]1[CH2:41][N:40]([C:42]([O:44][C:45]([CH3:48])([CH3:47])[CH3:46])=[O:43])[CH2:39]1.C([O-])([O-])=O.[Cs+].[Cs+]. The catalyst is CN(C=O)C.ClCCl. The yield is 0.995.